The task is: Predict which catalyst facilitates the given reaction.. This data is from Catalyst prediction with 721,799 reactions and 888 catalyst types from USPTO. (1) Reactant: [CH:1]1([CH:7]([C:19]2[CH:23]=[C:22]([C:24]3[CH:29]=[CH:28][C:27]([C:30]([F:33])([F:32])[F:31])=[CH:26][CH:25]=3)[O:21][C:20]=2[CH2:34][O:35][CH2:36][CH3:37])[O:8][C:9]2[CH:18]=[CH:17][C:12]([C:13]([O:15]C)=[O:14])=[CH:11][CH:10]=2)[CH2:6][CH2:5][CH2:4][CH2:3][CH2:2]1.[OH-].[Li+].O.Cl. Product: [CH:1]1([CH:7]([C:19]2[CH:23]=[C:22]([C:24]3[CH:25]=[CH:26][C:27]([C:30]([F:31])([F:32])[F:33])=[CH:28][CH:29]=3)[O:21][C:20]=2[CH2:34][O:35][CH2:36][CH3:37])[O:8][C:9]2[CH:10]=[CH:11][C:12]([C:13]([OH:15])=[O:14])=[CH:17][CH:18]=2)[CH2:6][CH2:5][CH2:4][CH2:3][CH2:2]1. The catalyst class is: 111. (2) The catalyst class is: 2. Reactant: [Cl:1][C:2]1[CH:3]=[C:4]([S:9](Cl)(=[O:11])=[O:10])[CH:5]=[CH:6][C:7]=1[Cl:8].N1CC[CH:16]([NH:19][C:20](=[O:26])[O:21][C:22]([CH3:25])([CH3:24])[CH3:23])[CH2:15]C1.C([N:29]([CH2:32][CH3:33])[CH2:30][CH3:31])C.CO. Product: [Cl:1][C:2]1[CH:3]=[C:4]([S:9]([N:29]2[CH2:30][CH2:31][CH:15]([CH2:16][NH:19][C:20](=[O:26])[O:21][C:22]([CH3:25])([CH3:24])[CH3:23])[CH2:33][CH2:32]2)(=[O:11])=[O:10])[CH:5]=[CH:6][C:7]=1[Cl:8].